This data is from Full USPTO retrosynthesis dataset with 1.9M reactions from patents (1976-2016). The task is: Predict the reactants needed to synthesize the given product. (1) Given the product [N:1]1[N:2]([C:6]2[CH:30]=[CH:29][CH:28]=[CH:27][C:7]=2[C:8]([N:10]2[CH2:11][C@@H:12]([C:17]3[S:18][C:19]([C:40]([OH:39])([CH3:36])[CH3:31])=[CH:20][N:21]=3)[CH2:13][CH2:14][C@H:15]2[CH3:16])=[O:9])[N:3]=[CH:4][CH:5]=1, predict the reactants needed to synthesize it. The reactants are: [N:1]1[N:2]([C:6]2[CH:30]=[CH:29][CH:28]=[CH:27][C:7]=2[C:8]([N:10]2[C@H:15]([CH3:16])[CH2:14][CH2:13][CH:12]([C:17]3[S:18][C:19](C(OCC)=O)=[CH:20][N:21]=3)[CH2:11]2)=[O:9])[N:3]=[CH:4][CH:5]=1.[CH3:31][Mg]Br.[Cl-].[NH4+].[CH2:36]1[CH2:40][O:39]CC1. (2) Given the product [CH3:1][C:2]([CH3:40])=[CH:3][CH2:4][CH2:5]/[C:6](/[CH3:39])=[CH:7]/[CH:8]=[CH:9]/[C:10](/[CH3:38])=[CH:11]/[CH:12]=[CH:13]/[C:14](/[CH3:37])=[CH:15]/[CH:16]=[CH:17]/[CH:18]=[C:19](\[CH3:36])/[CH:20]=[CH:21]/[CH:22]=[C:23](\[CH3:35])/[CH:24]=[CH:25]/[CH:26]=[C:27](\[CH3:34])/[CH2:28][CH2:29][CH:30]=[C:31]([CH3:33])[CH3:32].[C:41]1([CH:49]=[CH:50][C:51]2[CH:57]=[CH:56][C:54]([OH:55])=[CH:53][CH:52]=2)[CH:48]=[C:46]([OH:47])[CH:45]=[C:43]([OH:44])[CH:42]=1, predict the reactants needed to synthesize it. The reactants are: [CH3:1][C:2]([CH3:40])=[CH:3][CH2:4][CH2:5]/[C:6](/[CH3:39])=[CH:7]/[CH:8]=[CH:9]/[C:10](/[CH3:38])=[CH:11]/[CH:12]=[CH:13]/[C:14](/[CH3:37])=[CH:15]/[CH:16]=[CH:17]/[CH:18]=[C:19](\[CH3:36])/[CH:20]=[CH:21]/[CH:22]=[C:23](\[CH3:35])/[CH:24]=[CH:25]/[CH:26]=[C:27](\[CH3:34])/[CH2:28][CH2:29][CH:30]=[C:31]([CH3:33])[CH3:32].[C:41]1([CH:49]=[CH:50][C:51]2[CH:57]=[CH:56][C:54]([OH:55])=[CH:53][CH:52]=2)[CH:48]=[C:46]([OH:47])[CH:45]=[C:43]([OH:44])[CH:42]=1. (3) Given the product [F:1][C:2]1[CH:3]=[C:4]([CH:18]=[CH:19][C:20]=1[F:21])[CH2:5][NH:6][C:7]([C:9]1[NH:10][CH:11]=[C:12]([C:14]2[C:15]([CH3:22])=[CH:16][N:34]=[C:35]([NH2:37])[N:36]=2)[CH:13]=1)=[O:8], predict the reactants needed to synthesize it. The reactants are: [F:1][C:2]1[CH:3]=[C:4]([CH:18]=[CH:19][C:20]=1[F:21])[CH2:5][NH:6][C:7]([C:9]1[NH:10][CH:11]=[C:12]([C:14](=O)[CH2:15][CH3:16])[CH:13]=1)=[O:8].[CH:22](OC(C)(C)C)(N(C)C)N(C)C.[NH2:34][C:35]([NH2:37])=[NH:36]. (4) Given the product [CH3:25][O:24][C:22](=[O:23])[C:21]1[CH:26]=[CH:27][C:18]([O:17][C:5]2[CH:4]=[CH:3][C:2]([Br:1])=[CH:9][C:6]=2[CH:7]=[O:8])=[CH:19][CH:20]=1, predict the reactants needed to synthesize it. The reactants are: [Br:1][C:2]1[CH:3]=[CH:4][C:5](F)=[C:6]([CH:9]=1)[CH:7]=[O:8].C([O-])([O-])=O.[K+].[K+].[OH:17][C:18]1[CH:27]=[CH:26][C:21]([C:22]([O:24][CH3:25])=[O:23])=[CH:20][CH:19]=1.